From a dataset of Catalyst prediction with 721,799 reactions and 888 catalyst types from USPTO. Predict which catalyst facilitates the given reaction. (1) Product: [CH2:17]([O:19][P:20]([CH2:2][C:3]1[CH:16]=[CH:15][CH:14]=[C:5]([O:6][C:7]2[CH:12]=[C:11]([CH3:13])[CH:10]=[CH:9][N:8]=2)[CH:4]=1)(=[O:24])[O:21][CH2:22][CH3:23])[CH3:18]. The catalyst class is: 13. Reactant: Cl[CH2:2][C:3]1[CH:4]=[C:5]([CH:14]=[CH:15][CH:16]=1)[O:6][C:7]1[CH:12]=[C:11]([CH3:13])[CH:10]=[CH:9][N:8]=1.[CH2:17]([O:19][P:20]([O:24]CC)[O:21][CH2:22][CH3:23])[CH3:18].O. (2) Reactant: [OH:1][C:2]1[N:11]=[CH:10][CH:9]=[CH:8][C:3]=1[C:4]([O:6][CH3:7])=[O:5].C(N(CC)CC)C.[F:19][C:20]([F:33])([F:32])[S:21](O[S:21]([C:20]([F:33])([F:32])[F:19])(=[O:23])=[O:22])(=[O:23])=[O:22].O. Product: [F:19][C:20]([F:33])([F:32])[S:21]([O:1][C:2]1[N:11]=[CH:10][CH:9]=[CH:8][C:3]=1[C:4]([O:6][CH3:7])=[O:5])(=[O:23])=[O:22]. The catalyst class is: 4. (3) Reactant: [Cl:1][C:2]1[CH:7]=[CH:6][C:5]([S:8]([C:11]2([C:25]3[CH:30]=[C:29]([F:31])[CH:28]=[CH:27][C:26]=3[F:32])[CH2:16][CH2:15][CH:14]([CH2:17][C:18](=[O:24])[CH2:19][S:20]([CH3:23])(=[O:22])=[O:21])[CH2:13][CH2:12]2)(=[O:10])=[O:9])=[CH:4][CH:3]=1.[H-].[Na+].[CH3:35]I. Product: [Cl:1][C:2]1[CH:7]=[CH:6][C:5]([S:8]([C:11]2([C:25]3[CH:30]=[C:29]([F:31])[CH:28]=[CH:27][C:26]=3[F:32])[CH2:12][CH2:13][CH:14]([CH2:17][C:18](=[O:24])[CH:19]([S:20]([CH3:23])(=[O:22])=[O:21])[CH3:35])[CH2:15][CH2:16]2)(=[O:9])=[O:10])=[CH:4][CH:3]=1. The catalyst class is: 57. (4) Product: [CH2:39]([N:2]([CH2:35][CH3:36])[C@H:3]1[CH2:8][CH2:7][C@H:6]([N:9]([CH2:33][CH3:34])[C:10]2[C:25]3[CH2:24][CH:23]=[CH:22][CH2:21][CH2:20][C:19]4[CH:26]=[C:27]([CH3:31])[NH:28][C:29](=[O:30])[C:18]=4[CH2:17][NH:16][C:15](=[O:32])[C:14]=3[CH:13]=[CH:12][CH:11]=2)[CH2:5][CH2:4]1)[CH3:40]. Reactant: Cl.[NH2:2][C@H:3]1[CH2:8][CH2:7][C@H:6]([N:9]([CH2:33][CH3:34])[C:10]2[C:25]3[CH2:24][CH:23]=[CH:22][CH2:21][CH2:20][C:19]4[CH:26]=[C:27]([CH3:31])[NH:28][C:29](=[O:30])[C:18]=4[CH2:17][NH:16][C:15](=[O:32])[C:14]=3[CH:13]=[CH:12][CH:11]=2)[CH2:5][CH2:4]1.[CH3:35][C:36](O)=O.[CH:39](=O)[CH3:40].[BH3-]C#N.[Na+]. The catalyst class is: 5. (5) Reactant: Cl.C[N:3](C)CCCN=C=NCC.O.OC1C2N=NNC=2C=CC=1.[NH2:24][C:25]1[C:33]2[C:32]([C:34]3[O:35][C:36]([CH3:39])=[CH:37][CH:38]=3)=[N:31][C:30]([S:40][CH3:41])=[N:29][C:28]=2[S:27][C:26]=1[C:42]([OH:44])=O.N. Product: [NH2:24][C:25]1[C:33]2[C:32]([C:34]3[O:35][C:36]([CH3:39])=[CH:37][CH:38]=3)=[N:31][C:30]([S:40][CH3:41])=[N:29][C:28]=2[S:27][C:26]=1[C:42]([NH2:3])=[O:44]. The catalyst class is: 18. (6) Reactant: [CH2:1]([NH:4][CH:5]1[CH2:13][CH2:12][C:8]2[N:9]=[CH:10][S:11][C:7]=2[CH2:6]1)[CH2:2][CH3:3].O=[CH:15][CH2:16][CH2:17][CH2:18][NH:19][C:20](=[O:27])[C:21]1[CH:26]=[CH:25][CH:24]=[CH:23][CH:22]=1.C(O[BH-](OC(=O)C)OC(=O)C)(=O)C.[Na+]. Product: [CH2:1]([N:4]([CH:5]1[CH2:13][CH2:12][C:8]2[N:9]=[CH:10][S:11][C:7]=2[CH2:6]1)[CH2:15][CH2:16][CH2:17][CH2:18][NH:19][C:20](=[O:27])[C:21]1[CH:26]=[CH:25][CH:24]=[CH:23][CH:22]=1)[CH2:2][CH3:3]. The catalyst class is: 26. (7) Reactant: Br[C:2]1[CH:7]=[CH:6][C:5]([F:8])=[CH:4][CH:3]=1.[NH:9]1[CH2:12][CH:11]([NH:13][C:14](=[O:39])[C:15]2[CH:20]=[CH:19][C:18]([S:21]([N:24]3[C:32]4[C:27](=[CH:28][CH:29]=[CH:30][CH:31]=4)[C:26]([C:33]4[CH:38]=[CH:37][CH:36]=[CH:35][CH:34]=4)=[CH:25]3)(=[O:23])=[O:22])=[CH:17][CH:16]=2)[CH2:10]1.C(P(C(C)(C)C)C1C=CC=CC=1C1C=CC=CC=1)(C)(C)C.CC(C)([O-])C.[Na+]. Product: [F:8][C:5]1[CH:6]=[CH:7][C:2]([N:9]2[CH2:12][CH:11]([NH:13][C:14](=[O:39])[C:15]3[CH:20]=[CH:19][C:18]([S:21]([N:24]4[C:32]5[C:27](=[CH:28][CH:29]=[CH:30][CH:31]=5)[C:26]([C:33]5[CH:34]=[CH:35][CH:36]=[CH:37][CH:38]=5)=[CH:25]4)(=[O:22])=[O:23])=[CH:17][CH:16]=3)[CH2:10]2)=[CH:3][CH:4]=1. The catalyst class is: 835. (8) Reactant: [CH3:1][C:2]1[N:3]=[C:4]([S:13][CH2:14][CH2:15][CH:16]([C:20]2[S:21][C:22]3[CH:29]=[C:28]([C:30]([F:33])([F:32])[F:31])[CH:27]=[CH:26][C:23]=3[C:24]=2[CH3:25])[CH2:17][CH2:18][CH3:19])[S:5][C:6]=1[CH2:7][C:8]([O:10]CC)=[O:9].[OH-].[Na+]. The catalyst class is: 92. Product: [CH3:1][C:2]1[N:3]=[C:4]([S:13][CH2:14][CH2:15][CH:16]([C:20]2[S:21][C:22]3[CH:29]=[C:28]([C:30]([F:33])([F:31])[F:32])[CH:27]=[CH:26][C:23]=3[C:24]=2[CH3:25])[CH2:17][CH2:18][CH3:19])[S:5][C:6]=1[CH2:7][C:8]([OH:10])=[O:9]. (9) Reactant: [Br:1]Br.[Cl:3][CH2:4][CH2:5][CH2:6][C:7]1([OH:10])[CH2:9][CH2:8]1. Product: [Br:1][CH2:9][CH2:8][C:7](=[O:10])[CH2:6][CH2:5][CH2:4][Cl:3]. The catalyst class is: 32. (10) Reactant: Br[C:2]1[N:3]=[C:4]2[N:11]([CH2:12][CH2:13][N:14]3[CH2:19][CH2:18][O:17][CH2:16][CH2:15]3)[CH2:10][C:9](=[O:20])[NH:8][C:5]2=[N:6][CH:7]=1.C[Sn](C)(C)[C:23]1[CH:24]=[CH:25][C:26]([C:29]([OH:32])([CH3:31])[CH3:30])=[N:27][CH:28]=1. Product: [OH:32][C:29]([C:26]1[N:27]=[CH:28][C:23]([C:2]2[N:3]=[C:4]3[N:11]([CH2:12][CH2:13][N:14]4[CH2:19][CH2:18][O:17][CH2:16][CH2:15]4)[CH2:10][C:9](=[O:20])[NH:8][C:5]3=[N:6][CH:7]=2)=[CH:24][CH:25]=1)([CH3:31])[CH3:30]. The catalyst class is: 423.